From a dataset of Forward reaction prediction with 1.9M reactions from USPTO patents (1976-2016). Predict the product of the given reaction. The product is: [C:1]([CH:5]1[CH2:6][N:7]([CH2:13][C:14]2[CH:15]=[CH:16][CH:17]=[CH:18][CH:19]=2)[CH2:8][CH:9]1[NH2:10])([CH3:4])([CH3:2])[CH3:3]. Given the reactants [C:1]([CH:5]1[CH:9]([N+:10]([O-])=O)[CH2:8][N:7]([CH2:13][C:14]2[CH:19]=[CH:18][CH:17]=[CH:16][CH:15]=2)[CH2:6]1)([CH3:4])([CH3:3])[CH3:2], predict the reaction product.